From a dataset of Forward reaction prediction with 1.9M reactions from USPTO patents (1976-2016). Predict the product of the given reaction. Given the reactants [F:1][C:2]1[CH:7]=[CH:6][CH:5]=[CH:4][C:3]=1Br.[B:9](OC(C)C)([O:14]C(C)C)[O:10]C(C)C, predict the reaction product. The product is: [F:1][C:2]1[CH:7]=[CH:6][CH:5]=[CH:4][C:3]=1[B:9]([OH:14])[OH:10].